Predict the product of the given reaction. From a dataset of Forward reaction prediction with 1.9M reactions from USPTO patents (1976-2016). (1) Given the reactants C[O:2][C:3]1[CH:12]=[CH:11][C:10]2[C:9](=[O:13])[NH:8][CH2:7][CH2:6][C:5]=2[N:4]=1, predict the reaction product. The product is: [OH:2][C:3]1[CH:12]=[CH:11][C:10]2[C:9](=[O:13])[NH:8][CH2:7][CH2:6][C:5]=2[N:4]=1. (2) Given the reactants [CH3:1][NH:2][CH2:3][C:4]1[CH:9]=[CH:8][C:7]([C:10]([N:12]2[CH2:18][C:17]3([CH3:20])[CH2:19][CH:13]2[CH2:14][C:15]([CH3:22])([CH3:21])[CH2:16]3)=[O:11])=[CH:6][CH:5]=1.[F:23][C:24]([F:36])([F:35])[O:25][C:26]1[CH:34]=[CH:33][C:29]([C:30](Cl)=[O:31])=[CH:28][CH:27]=1, predict the reaction product. The product is: [CH3:1][N:2]([CH2:3][C:4]1[CH:9]=[CH:8][C:7]([C:10]([N:12]2[CH2:18][C:17]3([CH3:20])[CH2:19][CH:13]2[CH2:14][C:15]([CH3:22])([CH3:21])[CH2:16]3)=[O:11])=[CH:6][CH:5]=1)[C:30](=[O:31])[C:29]1[CH:33]=[CH:34][C:26]([O:25][C:24]([F:23])([F:35])[F:36])=[CH:27][CH:28]=1. (3) Given the reactants [F:1][C:2]1[CH:3]=[C:4]([N:8]2[C@@:12]3([CH2:17][CH2:16][NH:15][C@@H:14]([CH3:18])[CH2:13]3)[C:11](=[O:19])[NH:10][C:9]2=[O:20])[CH:5]=[CH:6][CH:7]=1.[CH2:21](Cl)[C:22]1[CH:27]=[CH:26][CH:25]=[CH:24][CH:23]=1.C(N(CC)CC)C, predict the reaction product. The product is: [CH2:21]([N:15]1[CH2:16][CH2:17][C@@:12]2([N:8]([C:4]3[CH:5]=[CH:6][CH:7]=[C:2]([F:1])[CH:3]=3)[C:9](=[O:20])[NH:10][C:11]2=[O:19])[CH2:13][C@@H:14]1[CH3:18])[C:22]1[CH:27]=[CH:26][CH:25]=[CH:24][CH:23]=1.